This data is from HIV replication inhibition screening data with 41,000+ compounds from the AIDS Antiviral Screen. The task is: Binary Classification. Given a drug SMILES string, predict its activity (active/inactive) in a high-throughput screening assay against a specified biological target. (1) The drug is Fc1cccc(F)c1C1SCc2nc3ncccc3n21. The result is 0 (inactive). (2) The molecule is Cn1c(=O)[nH]c2nccnc2c1=O. The result is 0 (inactive). (3) The compound is CCCCCCC1CC(=O)C1(Cl)Cl. The result is 0 (inactive). (4) The compound is COc1ccc(Cl)cc1NC(=O)c1ccco1. The result is 0 (inactive). (5) The compound is O=C([OH+][Fe+2]123(C#[O+])(C=C1[CH-]2)[PH](c1ccccc1)(c1ccccc1)CC[PH]3(c1ccccc1)c1ccccc1)C(F)(F)F. The result is 0 (inactive). (6) The molecule is CC(=O)C1Cn2c(=O)c3cc4ccccc4cc3c(=O)n2C=C1C. The result is 0 (inactive).